Dataset: Catalyst prediction with 721,799 reactions and 888 catalyst types from USPTO. Task: Predict which catalyst facilitates the given reaction. (1) Reactant: [Cl:1][C:2]1[CH:3]=[C:4]([C:9]([OH:11])=O)[CH:5]=[N:6][C:7]=1[Cl:8].Cl.CCOCC.C(Cl)(=O)C(Cl)=O.Cl.[NH:25]1[CH2:28][CH2:27][CH2:26]1.C(N(CC)CC)C. Product: [N:25]1([C:9]([C:4]2[CH:5]=[N:6][C:7]([Cl:8])=[C:2]([Cl:1])[CH:3]=2)=[O:11])[CH2:28][CH2:27][CH2:26]1. The catalyst class is: 59. (2) The catalyst class is: 150. Reactant: [S:1]([C:16]1[CH:17]=[CH:18][C:19]([N+:27]([O-])=O)=[C:20]([CH:26]=1)[C:21]([O:23][CH2:24][CH3:25])=[O:22])[C:2]1[CH:3]=[CH:4][C:5]([N+:13]([O-])=O)=[C:6]([CH:12]=1)[C:7]([O:9][CH2:10][CH3:11])=[O:8].CCO. Product: [S:1]([C:16]1[CH:17]=[CH:18][C:19]([NH2:27])=[C:20]([CH:26]=1)[C:21]([O:23][CH2:24][CH3:25])=[O:22])[C:2]1[CH:3]=[CH:4][C:5]([NH2:13])=[C:6]([CH:12]=1)[C:7]([O:9][CH2:10][CH3:11])=[O:8]. (3) Reactant: C([O-])([O-])=O.[Na+].[Na+].FC(F)(F)S(O[C:13]1[CH2:14][CH2:15][N:16]([C:19]([O:21][C:22]([CH3:25])([CH3:24])[CH3:23])=[O:20])[CH2:17][CH:18]=1)(=O)=O.[C:28]([NH:31][C:32]1[CH:33]=[C:34](B(O)O)[CH:35]=[CH:36][CH:37]=1)(=[O:30])[CH3:29]. Product: [C:28]([NH:31][C:32]1[CH:37]=[C:36]([C:13]2[CH2:14][CH2:15][N:16]([C:19]([O:21][C:22]([CH3:25])([CH3:24])[CH3:23])=[O:20])[CH2:17][CH:18]=2)[CH:35]=[CH:34][CH:33]=1)(=[O:30])[CH3:29]. The catalyst class is: 216. (4) Reactant: [OH:1][CH:2]1[CH2:7][CH2:6][CH:5]([N:8]2[C:16](=[O:17])[C:15]3[C:10](=[CH:11][CH:12]=[CH:13][CH:14]=3)[C:9]2=[O:18])[CH2:4][CH2:3]1.C1(P(C2C=CC=CC=2)C2C=CC=CC=2)C=CC=CC=1.[CH2:38]([O:40][C:41](=[O:49])[C:42]1[CH:47]=[CH:46][C:45](O)=[CH:44][CH:43]=1)[CH3:39].CC(OC(/N=N/C(OC(C)C)=O)=O)C. Product: [CH2:38]([O:40][C:41](=[O:49])[C:42]1[CH:47]=[CH:46][C:45]([O:1][CH:2]2[CH2:3][CH2:4][CH:5]([N:8]3[C:9](=[O:18])[C:10]4[C:15](=[CH:14][CH:13]=[CH:12][CH:11]=4)[C:16]3=[O:17])[CH2:6][CH2:7]2)=[CH:44][CH:43]=1)[CH3:39]. The catalyst class is: 1. (5) Reactant: C([O:3][C:4](=[O:19])[CH:5]([C:11]1[CH:12]=[N:13][C:14]([O:17][CH3:18])=[CH:15][CH:16]=1)C(OCC)=O)C.O.Cl.[OH-].[Na+]. Product: [CH3:18][O:17][C:14]1[N:13]=[CH:12][C:11]([CH2:5][C:4]([OH:19])=[O:3])=[CH:16][CH:15]=1. The catalyst class is: 821. (6) Reactant: Br[C:2]1[C:15]2[C:16]3=[C:17]4[C:12](=[CH:13][CH:14]=2)[CH:11]=[CH:10][C:9](Br)=[C:8]4[CH:7]=[CH:6][C:5]3=[CH:4][CH:3]=1.[CH:19]1([Mg]Br)[CH2:24][CH2:23][CH2:22][CH2:21][CH2:20]1.Cl. Product: [CH:19]1([C:2]2[C:15]3[C:16]4=[C:17]5[C:12](=[CH:13][CH:14]=3)[CH:11]=[CH:10][C:9]([CH:2]3[CH2:15][CH2:16][CH2:5][CH2:4][CH2:3]3)=[C:8]5[CH:7]=[CH:6][C:5]4=[CH:4][CH:3]=2)[CH2:24][CH2:23][CH2:22][CH2:21][CH2:20]1. The catalyst class is: 523. (7) Reactant: C([O:3][C:4](=[O:37])[CH:5]([NH:18][C:19]([C:21]1([NH:26][C:27](=[O:36])[CH:28]([S:32]C(=O)C)[CH:29]([CH3:31])[CH3:30])[CH2:25][CH2:24][CH2:23][CH2:22]1)=[O:20])[CH2:6][C:7]1[S:8][C:9]([C:12]2[CH:17]=[CH:16][CH:15]=[CH:14][CH:13]=2)=[CH:10][CH:11]=1)C.[OH-].[Na+]. Product: [SH:32][CH:28]([CH:29]([CH3:31])[CH3:30])[C:27]([NH:26][C:21]1([C:19]([NH:18][CH:5]([CH2:6][C:7]2[S:8][C:9]([C:12]3[CH:17]=[CH:16][CH:15]=[CH:14][CH:13]=3)=[CH:10][CH:11]=2)[C:4]([OH:37])=[O:3])=[O:20])[CH2:25][CH2:24][CH2:23][CH2:22]1)=[O:36]. The catalyst class is: 24.